Dataset: Catalyst prediction with 721,799 reactions and 888 catalyst types from USPTO. Task: Predict which catalyst facilitates the given reaction. (1) Reactant: Br[CH2:2][CH2:3][CH2:4][N:5]1[CH:9]=[C:8]([N+:10]([O-:12])=[O:11])[CH:7]=[N:6]1.[NH:13]1[CH2:18][CH2:17][CH2:16][CH:15]([OH:19])[CH2:14]1.C([O-])([O-])=O.[Cs+].[Cs+]. Product: [N+:10]([C:8]1[CH:7]=[N:6][N:5]([CH2:4][CH2:3][CH2:2][N:13]2[CH2:18][CH2:17][CH2:16][CH:15]([OH:19])[CH2:14]2)[CH:9]=1)([O-:12])=[O:11]. The catalyst class is: 18. (2) Reactant: [NH:1]1[C:9]2[C:4](=[CH:5][C:6]([C:10]([OH:12])=[O:11])=[CH:7][CH:8]=2)[CH:3]=[CH:2]1.F[C:14](F)(F)S(OC)(=O)=O. Product: [CH3:14][N:1]1[C:9]2[C:4](=[CH:5][C:6]([C:10]([OH:12])=[O:11])=[CH:7][CH:8]=2)[CH:3]=[CH:2]1. The catalyst class is: 3. (3) Reactant: C([O:3][C:4]([C:6]1[N:7]([CH2:25][CH3:26])[C:8]2[C:13]([CH:14]=1)=[CH:12][C:11]([O:15][C:16]1[S:17][C:18]3[CH:24]=[CH:23][CH:22]=[CH:21][C:19]=3[N:20]=1)=[CH:10][CH:9]=2)=O)C.[H-].[H-].[H-].[H-].[Li+].[Al+3].O. Product: [S:17]1[C:18]2[CH:24]=[CH:23][CH:22]=[CH:21][C:19]=2[N:20]=[C:16]1[O:15][C:11]1[CH:12]=[C:13]2[C:8](=[CH:9][CH:10]=1)[N:7]([CH2:25][CH3:26])[C:6]([CH2:4][OH:3])=[CH:14]2. The catalyst class is: 1. (4) Reactant: [N:1]1C=CC=CC=1.[Cl:7][C:8](Cl)([O:10]C(=O)OC(Cl)(Cl)Cl)Cl.[CH3:19][C@H:20]1[CH2:25][O:24][CH2:23][CH2:22][NH:21]1. Product: [CH3:19][C@H:20]1[CH2:25][O:24][CH2:23][CH2:22][NH:21]1.[C:8]([Cl:7])(=[O:10])[NH2:1]. The catalyst class is: 2. (5) Reactant: [Cl:1][C:2]1[CH:3]=[C:4]([OH:12])[CH:5]=[N:6][C:7]=1[O:8][CH:9]([CH3:11])[CH3:10].[Br:13][C:14]1[CH:15]=[C:16]([CH:19]=[CH:20][C:21]=1F)[C:17]#[N:18].C(=O)([O-])[O-].[K+].[K+]. Product: [Br:13][C:14]1[CH:15]=[C:16]([CH:19]=[CH:20][C:21]=1[O:12][C:4]1[CH:5]=[N:6][C:7]([O:8][CH:9]([CH3:10])[CH3:11])=[C:2]([Cl:1])[CH:3]=1)[C:17]#[N:18]. The catalyst class is: 16. (6) Reactant: F[C:2]1[CH:7]=[CH:6][C:5]([C:8]([F:11])([F:10])[F:9])=[CH:4][C:3]=1[N+:12]([O-:14])=[O:13].[CH3:15][N:16]1[CH2:21][CH2:20][NH:19][CH2:18][CH2:17]1.C([O-])(O)=O.[Na+]. Product: [CH3:15][N:16]1[CH2:21][CH2:20][N:19]([C:2]2[CH:7]=[CH:6][C:5]([C:8]([F:11])([F:10])[F:9])=[CH:4][C:3]=2[N+:12]([O-:14])=[O:13])[CH2:18][CH2:17]1. The catalyst class is: 1. (7) Reactant: [NH2:1][C:2]1[C:3]([SH:10])=[N:4][C:5]([O:8][CH3:9])=[CH:6][CH:7]=1.[Cl:11][CH2:12][C:13](OCC)(OCC)OCC. Product: [Cl:11][CH2:12][C:13]1[S:10][C:3]2[C:2]([N:1]=1)=[CH:7][CH:6]=[C:5]([O:8][CH3:9])[N:4]=2. The catalyst class is: 8.